Predict which catalyst facilitates the given reaction. From a dataset of Catalyst prediction with 721,799 reactions and 888 catalyst types from USPTO. (1) Reactant: O[CH2:2][C:3]1[N:8]([C:9]2[CH:14]=[CH:13][CH:12]=[CH:11][C:10]=2[OH:15])[N:7]=[C:6]([C:16]2[N:20]([C:21]3[CH:26]=[CH:25][CH:24]=[CH:23][CH:22]=3)[N:19]=[CH:18][CH:17]=2)[C:5](=[O:27])[CH:4]=1.C1(P(C2C=CC=CC=2)C2C=CC=CC=2)C=CC=CC=1.CC(OC(/N=N/C(OC(C)C)=O)=O)C.C1(C)C=CC=CC=1.C(=O)([O-])O.[Na+]. Product: [C:21]1([N:20]2[C:16]([C:6]3[C:5](=[O:27])[CH:4]=[C:3]4[CH2:2][O:15][C:10]5[CH:11]=[CH:12][CH:13]=[CH:14][C:9]=5[N:8]4[N:7]=3)=[CH:17][CH:18]=[N:19]2)[CH:26]=[CH:25][CH:24]=[CH:23][CH:22]=1. The catalyst class is: 247. (2) Reactant: [CH3:1][O:2][CH:3]([C:6]1[CH:7]=[C:8]2[C:13](=[CH:14][C:15]=1[C:16]([F:19])([F:18])[F:17])[NH:12][C:11](=[O:20])[N:10]([NH:21][S:22]([CH3:25])(=[O:24])=[O:23])[C:9]2=[O:26])[CH2:4][CH3:5].[H-].[Na+].[CH3:29][O:30][CH2:31][CH2:32][O:33][C:34](Cl)=[O:35].CCCCCC.CCOC(C)=O. Product: [CH3:29][O:30][CH2:31][CH2:32][O:33][C:34](=[O:35])[N:21]([S:22]([CH3:25])(=[O:23])=[O:24])[N:10]1[C:9](=[O:26])[C:8]2[C:13](=[CH:14][C:15]([C:16]([F:18])([F:17])[F:19])=[C:6]([CH:3]([O:2][CH3:1])[CH2:4][CH3:5])[CH:7]=2)[NH:12][C:11]1=[O:20]. The catalyst class is: 3. (3) Reactant: [CH3:1][CH2:2][CH2:3][CH2:4][CH2:5][CH2:6][CH2:7][CH2:8][CH2:9][CH2:10][CH2:11][CH2:12][CH2:13][CH3:14].CCCCCCCC/C=C\CCCCCCCC[O:33]CCO. Product: [CH3:14][CH2:13][CH2:12][CH2:11][CH2:10][CH2:9][CH2:8][CH2:7][CH2:6][CH2:5][CH2:4][CH2:3][CH2:2][CH3:1].[OH2:33]. The catalyst class is: 6. (4) Reactant: [CH3:1][N:2]([S:20]([C:23]1[S:24][CH:25]=[CH:26][CH:27]=1)(=[O:22])=[O:21])[C:3]1[CH:4]=[C:5]([O:15][C:16]([F:19])([F:18])[F:17])[CH:6]=[C:7]2[C:11]=1[NH:10][C:9]([C:12]([NH2:14])=O)=[CH:8]2.COC1C=CC(P2(SP(C3C=CC(OC)=CC=3)(=S)S2)=[S:37])=CC=1.[C:50]([O:55][CH2:56][CH3:57])(=[O:54])[C:51]#[C:52][CH3:53].C(P(CCCC)CCCC)CCC. Product: [CH3:1][N:2]([S:20]([C:23]1[S:24][CH:25]=[CH:26][CH:27]=1)(=[O:22])=[O:21])[C:3]1[CH:4]=[C:5]([O:15][C:16]([F:17])([F:19])[F:18])[CH:6]=[C:7]2[C:11]=1[NH:10][C:9]([C:12]1[S:37][CH:52]([CH2:51][C:50]([O:55][CH2:56][CH3:57])=[O:54])[CH2:53][N:14]=1)=[CH:8]2. The catalyst class is: 207. (5) Reactant: C(OC([NH:8][C:9]1[S:10][CH:11]=[C:12]([CH2:14][CH2:15][N:16]([C:24]2[CH:29]=[CH:28][C:27]([NH:30][C:31](=[O:46])[C:32]3[CH:37]=[CH:36][C:35]([CH3:38])=[CH:34][C:33]=3[N:39]3[CH2:44][CH2:43][CH:42]([CH3:45])[CH2:41][CH2:40]3)=[CH:26][CH:25]=2)C(=O)OC(C)(C)C)[N:13]=1)=O)(C)(C)C.FC(F)(F)C(O)=O. Product: [NH2:8][C:9]1[S:10][CH:11]=[C:12]([CH2:14][CH2:15][NH:16][C:24]2[CH:29]=[CH:28][C:27]([NH:30][C:31](=[O:46])[C:32]3[CH:37]=[CH:36][C:35]([CH3:38])=[CH:34][C:33]=3[N:39]3[CH2:44][CH2:43][CH:42]([CH3:45])[CH2:41][CH2:40]3)=[CH:26][CH:25]=2)[N:13]=1. The catalyst class is: 4.